The task is: Predict which catalyst facilitates the given reaction.. This data is from Catalyst prediction with 721,799 reactions and 888 catalyst types from USPTO. (1) Product: [CH2:1]([O:8][C:9](=[O:17])[NH:10][C@H:11]1[CH2:14][C@@H:13]([CH2:15][N:18]2[CH2:23][CH2:22][S:21](=[O:25])(=[O:24])[CH2:20][CH2:19]2)[CH2:12]1)[C:2]1[CH:7]=[CH:6][CH:5]=[CH:4][CH:3]=1. Reactant: [CH2:1]([O:8][C:9](=[O:17])[NH:10][C@H:11]1[CH2:14][C@@H:13]([CH:15]=O)[CH2:12]1)[C:2]1[CH:7]=[CH:6][CH:5]=[CH:4][CH:3]=1.[NH:18]1[CH2:23][CH2:22][S:21](=[O:25])(=[O:24])[CH2:20][CH2:19]1.C(O[BH-](OC(=O)C)OC(=O)C)(=O)C.[Na+]. The catalyst class is: 1. (2) Reactant: [CH2:1]([S:8]([N:11]1[CH:15]=[CH:14][C:13]([N+:16]([O-])=O)=[CH:12]1)(=[O:10])=[O:9])[C:2]1[CH:7]=[CH:6][CH:5]=[CH:4][CH:3]=1.[C:19](O[C:19](=[O:26])[C:20]1[CH:25]=[CH:24][CH:23]=[CH:22][CH:21]=1)(=[O:26])[C:20]1[CH:25]=[CH:24][CH:23]=[CH:22][CH:21]=1.[Sn].ClC(Cl)C. Product: [CH2:1]([S:8]([N:11]1[CH:15]=[CH:14][C:13]([NH:16][C:19](=[O:26])[C:20]2[CH:25]=[CH:24][CH:23]=[CH:22][CH:21]=2)=[CH:12]1)(=[O:10])=[O:9])[C:2]1[CH:7]=[CH:6][CH:5]=[CH:4][CH:3]=1. The catalyst class is: 15. (3) Reactant: [CH3:1][O:2][C:3](=[O:27])[CH2:4][O:5][C:6]1[CH:15]=[CH:14][C:13]([F:16])=[C:12]2[C:7]=1[C:8]([CH3:26])=[C:9]([CH2:18][C:19]1[CH:24]=[CH:23][C:22]([Cl:25])=[CH:21][CH:20]=1)[C:10](=[O:17])[NH:11]2.C(=O)([O-])[O-].[K+].[K+].Cl[C:35](OC(=O)C)([F:37])[F:36]. Product: [CH3:1][O:2][C:3](=[O:27])[CH2:4][O:5][C:6]1[CH:15]=[CH:14][C:13]([F:16])=[C:12]2[C:7]=1[C:8]([CH3:26])=[C:9]([CH2:18][C:19]1[CH:20]=[CH:21][C:22]([Cl:25])=[CH:23][CH:24]=1)[C:10]([O:17][CH:35]([F:37])[F:36])=[N:11]2. The catalyst class is: 6. (4) Reactant: C(N(CC)CC)C.[N:8]1([C:14]2[CH:23]=[CH:22][CH:21]=[C:20]3[C:15]=2[C:16]([NH2:25])=[N:17][C:18]([NH2:24])=[N:19]3)[CH2:13][CH2:12][NH:11][CH2:10][CH2:9]1.Br[CH2:27][C:28]1[CH:37]=[CH:36][C:35]2[C:30](=[CH:31][CH:32]=[CH:33][CH:34]=2)[CH:29]=1.[ClH:38].O1CCOCC1. Product: [ClH:38].[CH:29]1[C:30]2[C:35](=[CH:34][CH:33]=[CH:32][CH:31]=2)[CH:36]=[CH:37][C:28]=1[CH2:27][N:11]1[CH2:12][CH2:13][N:8]([C:14]2[CH:23]=[CH:22][CH:21]=[C:20]3[C:15]=2[C:16]([NH2:25])=[N:17][C:18]([NH2:24])=[N:19]3)[CH2:9][CH2:10]1. The catalyst class is: 9. (5) Reactant: Br[C:2]1[CH:3]=[C:4]([N+:9]([O-:11])=[O:10])[CH:5]=[C:6](Br)[CH:7]=1.C1C=CC(P(C2C=CC3C(=CC=CC=3)C=2C2C3C(=CC=CC=3)C=CC=2P([C:52]2[CH:57]=CC=CC=2)C2C=CC=CC=2)C2C=CC=CC=2)=CC=1.C([O-])([O-])=O.[Cs+].[Cs+].[CH3:64][N:65]1[CH2:70][CH2:69][NH:68][CH2:67][CH2:66]1. Product: [CH3:64][N:65]1[CH2:70][CH2:69][N:68]([C:2]2[CH:3]=[C:4]([N+:9]([O-:11])=[O:10])[CH:5]=[C:6]([N:68]3[CH2:52][CH2:57][N:65]([CH3:64])[CH2:66][CH2:67]3)[CH:7]=2)[CH2:67][CH2:66]1. The catalyst class is: 102. (6) Reactant: [CH3:1][C:2]1[N:9]2[C:5]([S:6][C:7]([C:10]([NH:12][NH2:13])=[O:11])=[N:8]2)=[CH:4][N:3]=1.[F:14][C:15]1[CH:20]=[CH:19][CH:18]=[CH:17][C:16]=1[CH2:21][N:22]=[C:23]=O.ClC(Cl)(Cl)Cl.CCN(CC)CC.C1(P(C2C=CC=CC=2)C2C=CC=CC=2)C=CC=CC=1. Product: [F:14][C:15]1[CH:20]=[CH:19][CH:18]=[CH:17][C:16]=1[CH2:21][NH:22][C:23]1[O:11][C:10]([C:7]2[S:6][C:5]3=[CH:4][N:3]=[C:2]([CH3:1])[N:9]3[N:8]=2)=[N:12][N:13]=1. The catalyst class is: 1. (7) Reactant: [O:1]1[CH:5]=[CH:4][CH:3]=[C:2]1[C:6](=O)[CH2:7][C:8](=O)[C:9]([F:12])([F:11])[F:10].C([O-])(=O)C.[Na+].Cl.[Cl:21][C:22]1[CH:27]=[CH:26][CH:25]=[CH:24][C:23]=1[NH:28][NH2:29].ClCCl. Product: [Cl:21][C:22]1[CH:27]=[CH:26][CH:25]=[CH:24][C:23]=1[N:28]1[C:6]([C:2]2[O:1][CH:5]=[CH:4][CH:3]=2)=[CH:7][C:8]([C:9]([F:12])([F:11])[F:10])=[N:29]1. The catalyst class is: 15. (8) Reactant: [NH2:1][C:2]1[N:6]([CH3:7])[N:5]=[CH:4][C:3]=1[NH:8][C:9]([C@@H:11]([NH:24]C(=O)OCC1C=CC=CC=1)[CH2:12][CH2:13][CH2:14][CH2:15][NH:16][C:17](=[O:23])[O:18][C:19]([CH3:22])([CH3:21])[CH3:20])=[O:10]. Product: [NH2:24][C@H:11]([C:9]([NH:8][C:3]1[CH:4]=[N:5][N:6]([CH3:7])[C:2]=1[NH2:1])=[O:10])[CH2:12][CH2:13][CH2:14][CH2:15][NH:16][C:17](=[O:23])[O:18][C:19]([CH3:22])([CH3:21])[CH3:20]. The catalyst class is: 19.